Dataset: TCR-epitope binding with 47,182 pairs between 192 epitopes and 23,139 TCRs. Task: Binary Classification. Given a T-cell receptor sequence (or CDR3 region) and an epitope sequence, predict whether binding occurs between them. The epitope is NLVPMVATV. The TCR CDR3 sequence is CAVLGGLEDNSPLHF. Result: 1 (the TCR binds to the epitope).